Dataset: NCI-60 drug combinations with 297,098 pairs across 59 cell lines. Task: Regression. Given two drug SMILES strings and cell line genomic features, predict the synergy score measuring deviation from expected non-interaction effect. Drug 1: CC1=CC2C(CCC3(C2CCC3(C(=O)C)OC(=O)C)C)C4(C1=CC(=O)CC4)C. Drug 2: CC1=C(N=C(N=C1N)C(CC(=O)N)NCC(C(=O)N)N)C(=O)NC(C(C2=CN=CN2)OC3C(C(C(C(O3)CO)O)O)OC4C(C(C(C(O4)CO)O)OC(=O)N)O)C(=O)NC(C)C(C(C)C(=O)NC(C(C)O)C(=O)NCCC5=NC(=CS5)C6=NC(=CS6)C(=O)NCCC[S+](C)C)O. Cell line: DU-145. Synergy scores: CSS=1.81, Synergy_ZIP=-1.11, Synergy_Bliss=2.16, Synergy_Loewe=-9.44, Synergy_HSA=-1.06.